This data is from Catalyst prediction with 721,799 reactions and 888 catalyst types from USPTO. The task is: Predict which catalyst facilitates the given reaction. (1) Reactant: [NH2:1][C:2]1[N:7]=[CH:6][N:5]=[C:4]2[N:8]([C@@H:25]3[CH2:30][CH2:29][CH2:28][N:27]([C:31](=[O:54])[C:32]([C:52]#[N:53])=[CH:33][C:34]([N:37]4[CH2:42][C@@H:41]([CH3:43])[N:40](C(OC(C)(C)C)=O)[C@@H:39]([CH3:51])[CH2:38]4)([CH3:36])[CH3:35])[CH2:26]3)[N:9]=[C:10]([C:11]3[CH:16]=[CH:15][C:14]([O:17][C:18]4[CH:23]=[CH:22][CH:21]=[CH:20][CH:19]=4)=[CH:13][C:12]=3[F:24])[C:3]=12. Product: [NH2:1][C:2]1[N:7]=[CH:6][N:5]=[C:4]2[N:8]([C@@H:25]3[CH2:30][CH2:29][CH2:28][N:27]([C:31]([C:32](=[CH:33][C:34]([N:37]4[CH2:42][C@@H:41]([CH3:43])[NH:40][C@@H:39]([CH3:51])[CH2:38]4)([CH3:36])[CH3:35])[C:52]#[N:53])=[O:54])[CH2:26]3)[N:9]=[C:10]([C:11]3[CH:16]=[CH:15][C:14]([O:17][C:18]4[CH:23]=[CH:22][CH:21]=[CH:20][CH:19]=4)=[CH:13][C:12]=3[F:24])[C:3]=12. The catalyst class is: 89. (2) Reactant: [Br:1][C:2]1[C:3](=[O:19])[NH:4][N:5]=[CH:6][C:7]=1[NH:8][C@@H:9]1[CH2:14][C@@H:13]2[CH2:15][C@@H:11]([C:12]2([CH3:17])[CH3:16])[C@H:10]1[CH3:18].Br[C:21]1([C:25]([O:27][CH2:28][CH3:29])=[O:26])[CH2:24][CH2:23][CH2:22]1.C(=O)([O-])[O-].[K+].[K+].[Cl-].[NH4+]. Product: [Br:1][C:2]1[C:3](=[O:19])[N:4]([C:21]2([C:25]([O:27][CH2:28][CH3:29])=[O:26])[CH2:24][CH2:23][CH2:22]2)[N:5]=[CH:6][C:7]=1[NH:8][C@@H:9]1[CH2:14][C@@H:13]2[CH2:15][C@@H:11]([C:12]2([CH3:16])[CH3:17])[C@H:10]1[CH3:18]. The catalyst class is: 9. (3) Reactant: [I:1][C:2]1[N:7]=[CH:6][N:5]=[C:4]([N:8]2[CH2:13][CH2:12][N:11]([C:14]([O:16][C:17]([CH3:20])([CH3:19])[CH3:18])=[O:15])[CH2:10][CH2:9]2)[C:3]=1[C@@H:21]([CH2:23][C:24]([O:26]C)=[O:25])[CH3:22].O.[OH-].[Li+].Cl. Product: [C:17]([O:16][C:14]([N:11]1[CH2:10][CH2:9][N:8]([C:4]2[C:3]([C@H:21]([CH3:22])[CH2:23][C:24]([OH:26])=[O:25])=[C:2]([I:1])[N:7]=[CH:6][N:5]=2)[CH2:13][CH2:12]1)=[O:15])([CH3:20])([CH3:18])[CH3:19]. The catalyst class is: 30. (4) Reactant: [CH3:1][C:2]1[CH:3]=[CH:4][C:5]([N+:9]([O-:11])=[O:10])=[C:6]([OH:8])[CH:7]=1.[CH2:12](Br)[CH:13]=[CH2:14].C(=O)([O-])[O-].[Cs+].[Cs+]. Product: [CH3:1][C:2]1[CH:3]=[CH:4][C:5]([N+:9]([O-:11])=[O:10])=[C:6]([O:8][CH2:14][CH:13]=[CH2:12])[CH:7]=1. The catalyst class is: 3.